This data is from Full USPTO retrosynthesis dataset with 1.9M reactions from patents (1976-2016). The task is: Predict the reactants needed to synthesize the given product. Given the product [ClH:22].[N:19]1[CH:20]=[CH:21][C:16]([NH:15][CH2:14][CH:11]2[CH2:10][CH2:9][NH:8][CH2:13][CH2:12]2)=[N:17][CH:18]=1, predict the reactants needed to synthesize it. The reactants are: C(OC([N:8]1[CH2:13][CH2:12][CH:11]([CH2:14][NH:15][C:16]2[CH:21]=[CH:20][N:19]=[C:18]([Cl:22])[N:17]=2)[CH2:10][CH2:9]1)=O)(C)(C)C.C([O-])(=O)C.[Na+].[H][H].